Dataset: Full USPTO retrosynthesis dataset with 1.9M reactions from patents (1976-2016). Task: Predict the reactants needed to synthesize the given product. (1) Given the product [Cl:15][C:16]1[C:21]2[CH:22]=[CH:23][N:13]([C@H:11]3[CH2:10][C@@H:9]([CH2:8][N:5]4[CH2:6][CH2:7][S:2](=[O:1])(=[O:14])[CH2:3][CH2:4]4)[CH2:12]3)[C:20]=2[N:19]=[CH:18][N:17]=1, predict the reactants needed to synthesize it. The reactants are: [O:1]=[S:2]1(=[O:14])[CH2:7][CH2:6][N:5]([CH2:8][C@@H:9]2[CH2:12][C@H:11]([NH2:13])[CH2:10]2)[CH2:4][CH2:3]1.[Cl:15][C:16]1[C:21]([CH2:22][CH:23]=O)=[C:20](Cl)[N:19]=[CH:18][N:17]=1.CCN(C(C)C)C(C)C.C(O)(C(F)(F)F)=O. (2) Given the product [C:12]([C:6]1[CH:5]=[C:4]2[C:9]([CH:10]=[CH:11][C:2](=[O:1])[N:3]2[CH2:19][CH2:20][N:21]2[CH2:26][CH2:25][C@@H:24]([NH:27][C:28](=[O:29])[O:30][C:31]([CH3:32])([CH3:34])[CH3:33])[C@@H:23]([O:35][CH3:36])[CH2:22]2)=[CH:8][CH:7]=1)#[N:13], predict the reactants needed to synthesize it. The reactants are: [O:1]=[C:2]1[CH:11]=[CH:10][C:9]2[C:4](=[CH:5][C:6]([C:12]#[N:13])=[CH:7][CH:8]=2)[NH:3]1.CS(O[CH2:19][CH2:20][N:21]1[CH2:26][CH2:25][C@@H:24]([NH:27][C:28]([O:30][C:31]([CH3:34])([CH3:33])[CH3:32])=[O:29])[C@@H:23]([O:35][CH3:36])[CH2:22]1)(=O)=O.[H-].[Na+].